From a dataset of Full USPTO retrosynthesis dataset with 1.9M reactions from patents (1976-2016). Predict the reactants needed to synthesize the given product. (1) Given the product [Cl:1][C:2]1[CH:7]=[CH:6][C:5]([C@H:8]2[N:15]3[C:11]([S:12][C:13]([C:19]([N:21]4[CH2:28][CH2:27][CH2:26][C@H:22]4[C:23]([N:41]4[CH2:42][CH2:43][C@H:39]([N:38]([CH3:44])[CH3:37])[CH2:40]4)=[O:24])=[O:20])=[C:14]3[CH:16]([CH3:17])[CH3:18])=[N:10][C@:9]2([C:30]2[CH:35]=[CH:34][C:33]([Cl:36])=[CH:32][CH:31]=2)[CH3:29])=[CH:4][CH:3]=1, predict the reactants needed to synthesize it. The reactants are: [Cl:1][C:2]1[CH:7]=[CH:6][C:5]([C@H:8]2[N:15]3[C:11]([S:12][C:13]([C:19]([N:21]4[CH2:28][CH2:27][CH2:26][C@H:22]4[C:23](O)=[O:24])=[O:20])=[C:14]3[CH:16]([CH3:18])[CH3:17])=[N:10][C@:9]2([C:30]2[CH:35]=[CH:34][C:33]([Cl:36])=[CH:32][CH:31]=2)[CH3:29])=[CH:4][CH:3]=1.[CH3:37][N:38]([CH3:44])[C@H:39]1[CH2:43][CH2:42][NH:41][CH2:40]1. (2) The reactants are: [CH3:1][N:2]1[CH2:7][CH2:6][NH:5][CH2:4][CH2:3]1.Br[CH2:9][C:10]1[CH:20]=[CH:19][C:13]([C:14]([O:16][CH2:17][CH3:18])=[O:15])=[CH:12][C:11]=1[C:21]([F:24])([F:23])[F:22].C(=O)([O-])[O-].[K+].[K+]. Given the product [CH3:1][N:2]1[CH2:7][CH2:6][N:5]([CH2:9][C:10]2[CH:20]=[CH:19][C:13]([C:14]([O:16][CH2:17][CH3:18])=[O:15])=[CH:12][C:11]=2[C:21]([F:22])([F:24])[F:23])[CH2:4][CH2:3]1, predict the reactants needed to synthesize it. (3) Given the product [NH2:8][CH:12]([CH:13]1[CH2:16][CH2:15][CH2:14]1)[CH2:11][C:10]([OH:17])=[O:9], predict the reactants needed to synthesize it. The reactants are: C([N:8]1[CH:12]([CH:13]2[CH2:16][CH2:15][CH2:14]2)[CH2:11][C:10](=[O:17])[O:9]1)C1C=CC=CC=1.[H][H]. (4) The reactants are: [CH2:1]([O:3][CH2:4][CH2:5][N:6]1[C:10]2=[N:11][CH:12]=[CH:13][CH:14]=[C:9]2[C:8](N2CCCCC2)=[CH:7]1)[CH3:2].[CH3:21][O:22][C:23](=[O:36])[C:24]1[CH:29]=[CH:28][C:27]([O:30][CH3:31])=[CH:26][C:25]=1[O:32][CH2:33][CH2:34]Cl. Given the product [CH3:21][O:22][C:23](=[O:36])[C:24]1[CH:29]=[CH:28][C:27]([O:30][CH3:31])=[CH:26][C:25]=1[O:32][CH2:33][CH2:34][N:11]1[CH2:12][CH2:13][CH:14]([C:8]2[C:9]3[C:10](=[N:11][CH:12]=[CH:13][CH:14]=3)[N:6]([CH2:5][CH2:4][O:3][CH2:1][CH3:2])[CH:7]=2)[CH2:9][CH2:10]1, predict the reactants needed to synthesize it.